From a dataset of Acute oral toxicity (LD50) regression data from Zhu et al.. Regression/Classification. Given a drug SMILES string, predict its toxicity properties. Task type varies by dataset: regression for continuous values (e.g., LD50, hERG inhibition percentage) or binary classification for toxic/non-toxic outcomes (e.g., AMES mutagenicity, cardiotoxicity, hepatotoxicity). Dataset: ld50_zhu. (1) The molecule is CN=c1oc2ccccc2n1C. The rat oral LD50 is 2.21, given as -log10 of the dose in mol/kg body weight (higher means more acutely toxic). (2) The compound is CN=C(NC#N)NCCSCc1nc[nH]c1C. The rat oral LD50 is 1.70, given as -log10 of the dose in mol/kg body weight (higher means more acutely toxic). (3) The compound is CC(CS)C(=O)N1CCCC1C(=O)O. The rat oral LD50 is 1.71, given as -log10 of the dose in mol/kg body weight (higher means more acutely toxic). (4) The molecule is OCc1c(F)c(F)c(F)c(F)c1F. The rat oral LD50 is 2.34, given as -log10 of the dose in mol/kg body weight (higher means more acutely toxic). (5) The molecule is CN(C)C(=S)C=Cc1ccc2c(c1)OCO2. The rat oral LD50 is 2.42, given as -log10 of the dose in mol/kg body weight (higher means more acutely toxic).